From a dataset of Forward reaction prediction with 1.9M reactions from USPTO patents (1976-2016). Predict the product of the given reaction. Given the reactants [Sn](C)(C)(C)[CH3:2].Br[C:7]1[C:8]([C:19]2[CH:24]=[CH:23][C:22]([O:25][CH3:26])=[C:21]([F:27])[CH:20]=2)=[N:9][S:10][C:11]=1[NH:12][C:13]([C@@H:15]1[CH2:17][C@H:16]1[CH3:18])=[O:14], predict the reaction product. The product is: [F:27][C:21]1[CH:20]=[C:19]([C:8]2[C:7]([CH3:2])=[C:11]([NH:12][C:13]([C@@H:15]3[CH2:17][C@H:16]3[CH3:18])=[O:14])[S:10][N:9]=2)[CH:24]=[CH:23][C:22]=1[O:25][CH3:26].